Dataset: Reaction yield outcomes from USPTO patents with 853,638 reactions. Task: Predict the reaction yield, written as a fraction of the theoretical maximum amount of product (1.0 means a 100% yield; for example, 0.34 means a 34% yield). (1) The reactants are [CH3:1][C:2]([CH3:23])([CH3:22])[CH2:3][NH:4][C:5]1[CH:10]=[CH:9][N:8]=[C:7]([C:11]2[N:15]3[CH:16]=[C:17]([C:20]#[N:21])[CH:18]=[CH:19][C:14]3=[N:13][CH:12]=2)[N:6]=1.C([O-])(=O)C.[K+].[Br:29]Br.C(=O)([O-])[O-].[Na+].[Na+]. The catalyst is C(O)(=O)C. The product is [Br:29][C:10]1[C:5]([NH:4][CH2:3][C:2]([CH3:23])([CH3:22])[CH3:1])=[N:6][C:7]([C:11]2[N:15]3[CH:16]=[C:17]([C:20]#[N:21])[CH:18]=[CH:19][C:14]3=[N:13][CH:12]=2)=[N:8][CH:9]=1. The yield is 0.980. (2) The reactants are [CH2:1]([N:8]1[C:16]2[C:15]([Cl:17])=[N:14][C:13](N)=[N:12][C:11]=2[CH:10]=[CH:9]1)[C:2]1[CH:7]=[CH:6][CH:5]=[CH:4][CH:3]=1.N(OC(C)(C)C)=O.[Cl:26]CCCl. No catalyst specified. The product is [CH2:1]([N:8]1[C:16]2[C:15]([Cl:17])=[N:14][C:13]([Cl:26])=[N:12][C:11]=2[CH:10]=[CH:9]1)[C:2]1[CH:7]=[CH:6][CH:5]=[CH:4][CH:3]=1. The yield is 0.770. (3) The reactants are [Li][CH2:2]CCC.[N+:6]([C:9]1[CH:10]=[CH:11][C:12]([O:17][CH2:18][C:19]2[CH:24]=[CH:23][CH:22]=[CH:21][N:20]=2)=[C:13]([CH:16]=1)[CH:14]=O)([O-:8])=[O:7]. The catalyst is [Br-].C[P+](C1C=CC=CC=1)(C1C=CC=CC=1)C1C=CC=CC=1.C1COCC1.CC(N(C)C)=O. The product is [N+:6]([C:9]1[CH:10]=[CH:11][C:12]([O:17][CH2:18][C:19]2[CH:24]=[CH:23][CH:22]=[CH:21][N:20]=2)=[C:13]([CH:14]=[CH2:2])[CH:16]=1)([O-:8])=[O:7]. The yield is 0.370. (4) The reactants are Cl.[F:2][C:3]1([C:9]([O:11][CH2:12][CH3:13])=[O:10])[CH2:8][CH2:7][NH:6][CH2:5][CH2:4]1.C([O-])([O-])=O.[K+].[K+].O.[CH2:21]([O:23][C:24]([N:26]1[CH2:32][CH2:31][CH2:30][C:29](=O)[CH2:28][CH2:27]1)=[O:25])[CH3:22]. The catalyst is CO.[Cl-].[Zn+2].[Cl-]. The product is [F:2][C:3]1([C:9]([O:11][CH2:12][CH3:13])=[O:10])[CH2:4][CH2:5][N:6]([CH:29]2[CH2:30][CH2:31][CH2:32][N:26]([C:24]([O:23][CH2:21][CH3:22])=[O:25])[CH2:27][CH2:28]2)[CH2:7][CH2:8]1. The yield is 0.460.